This data is from Reaction yield outcomes from USPTO patents with 853,638 reactions. The task is: Predict the reaction yield, written as a fraction of the theoretical maximum amount of product (1.0 means a 100% yield; for example, 0.34 means a 34% yield). (1) The reactants are [Cl-].[Li+].C(OP([CH2:11][C:12]([O:14][C:15]([CH3:18])([CH3:17])[CH3:16])=[O:13])(OCC)=O)C.O=[C:20]1[CH2:25][CH2:24][CH:23]([C:26]([O:28][CH2:29][CH3:30])=[O:27])[CH2:22][CH2:21]1. The catalyst is CC#N. The product is [C:15]([O:14][C:12](=[O:13])[CH:11]=[C:20]1[CH2:25][CH2:24][CH:23]([C:26]([O:28][CH2:29][CH3:30])=[O:27])[CH2:22][CH2:21]1)([CH3:16])([CH3:17])[CH3:18]. The yield is 0.620. (2) The product is [C:1]([O:5][C:6]([N:8]1[C:17]2[C:12](=[CH:13][C:14]([C:30]#[C:29][CH2:28][CH2:27][CH2:26][OH:31])=[CH:15][CH:16]=2)[CH2:11][CH2:10][CH2:9]1)=[O:7])([CH3:4])([CH3:3])[CH3:2]. The yield is 0.920. The reactants are [C:1]([O:5][C:6]([N:8]1[C:17]2[C:12](=[CH:13][C:14](OS(C(F)(F)F)(=O)=O)=[CH:15][CH:16]=2)[CH2:11][CH2:10][CH2:9]1)=[O:7])([CH3:4])([CH3:3])[CH3:2].[CH2:26]([OH:31])[CH2:27][CH2:28][C:29]#[CH:30].Cl. The catalyst is N1CCCCC1.C1C=CC([P]([Pd]([P](C2C=CC=CC=2)(C2C=CC=CC=2)C2C=CC=CC=2)([P](C2C=CC=CC=2)(C2C=CC=CC=2)C2C=CC=CC=2)[P](C2C=CC=CC=2)(C2C=CC=CC=2)C2C=CC=CC=2)(C2C=CC=CC=2)C2C=CC=CC=2)=CC=1.[Cu](I)I. (3) The reactants are [CH2:1]([N:5]1[C:9](=[O:10])[C:8](Cl)=[C:7]([C:12]2[CH:17]=[CH:16][CH:15]=[CH:14][CH:13]=2)[S:6]1(=[O:19])=[O:18])[CH2:2][CH2:3][CH3:4].[F:20][C:21]([F:31])([F:30])[O:22][C:23]1[CH:28]=[CH:27][C:26]([NH2:29])=[CH:25][CH:24]=1. The catalyst is CN(C=O)C. The product is [CH2:1]([N:5]1[C:9](=[O:10])[C:8]([NH:29][C:26]2[CH:27]=[CH:28][C:23]([O:22][C:21]([F:20])([F:30])[F:31])=[CH:24][CH:25]=2)=[C:7]([C:12]2[CH:17]=[CH:16][CH:15]=[CH:14][CH:13]=2)[S:6]1(=[O:19])=[O:18])[CH2:2][CH2:3][CH3:4]. The yield is 0.566. (4) The reactants are FC1C=C(C=CC=1)CO[C:7](=[O:26])[C:8]1[CH:13]=[CH:12][C:11]([O:14][CH2:15][C:16]2[CH:21]=[CH:20][CH:19]=[C:18]([F:22])[CH:17]=2)=[CH:10][C:9]=1[N+:23]([O-])=O.COC(=O)[C:33]1C=CC(OCC2C=CC=C(F)C=2)=C[C:34]=1[N+:48]([O-])=O.COC(=O)C1C=CC(F)=[CH:57][C:56]=1[N+:62]([O-])=O.FC1C=C(C=CC=1)C[OH:71].C(=O)([O-])[O-].[K+].[K+]. The catalyst is CN(C=O)C.O. The product is [F:22][C:18]1[CH:17]=[C:16]([CH:21]=[CH:20][CH:19]=1)[CH2:15][O:14][C:11]1[CH:10]=[C:9]2[C:8]([C:7](=[O:26])[N:48]([CH2:57][C:56]([NH2:62])=[O:71])[C:34]([CH3:33])=[N:23]2)=[CH:13][CH:12]=1. The yield is 0.760. (5) The reactants are [C:1]([Si:5]([O:8][C:9]1[CH:14]=[C:13]([F:15])[CH:12]=[C:11]([F:16])[CH:10]=1)([CH3:7])[CH3:6])([CH3:4])([CH3:3])[CH3:2].C([Li])CCC.C(O[B:26]1[O:30][C:29]([CH3:32])([CH3:31])[C:28]([CH3:34])([CH3:33])[O:27]1)(C)C. The catalyst is C1COCC1. The product is [C:1]([Si:5]([O:8][C:9]1[CH:10]=[C:11]([F:16])[C:12]([B:26]2[O:30][C:29]([CH3:32])([CH3:31])[C:28]([CH3:34])([CH3:33])[O:27]2)=[C:13]([F:15])[CH:14]=1)([CH3:7])[CH3:6])([CH3:4])([CH3:2])[CH3:3]. The yield is 0.910. (6) The reactants are [NH2:1][C:2]1[C:11]([F:12])=[C:10]([NH:13][CH2:14][CH2:15][NH:16][C:17]2[CH:22]=[CH:21][C:20]([C:23]([O:25][CH2:26][CH3:27])=[O:24])=[CH:19][N:18]=2)[C:9]([O:28][CH3:29])=[C:8]2[C:3]=1[C:4](=[O:36])[C:5](C(O)=O)=[CH:6][N:7]2[CH:30]1[CH2:32][CH2:31]1.[C-]#N.[Na+].O. The catalyst is CS(C)=O. The product is [NH2:1][C:2]1[C:11]([F:12])=[C:10]([NH:13][CH2:14][CH2:15][NH:16][C:17]2[CH:22]=[CH:21][C:20]([C:23]([O:25][CH2:26][CH3:27])=[O:24])=[CH:19][N:18]=2)[C:9]([O:28][CH3:29])=[C:8]2[C:3]=1[C:4](=[O:36])[CH:5]=[CH:6][N:7]2[CH:30]1[CH2:32][CH2:31]1. The yield is 0.810.